From a dataset of Forward reaction prediction with 1.9M reactions from USPTO patents (1976-2016). Predict the product of the given reaction. (1) Given the reactants [CH3:1][C:2]1[C:6]([C:7]2[C:17]3[O:16][CH2:15][CH2:14][N:13](C(OC(C)(C)C)=O)[CH2:12][C:11]=3[CH:10]=[CH:9][CH:8]=2)=[C:5]([CH3:25])[O:4][N:3]=1.C(OCC)(=O)C.[ClH:32], predict the reaction product. The product is: [ClH:32].[CH3:1][C:2]1[C:6]([C:7]2[C:17]3[O:16][CH2:15][CH2:14][NH:13][CH2:12][C:11]=3[CH:10]=[CH:9][CH:8]=2)=[C:5]([CH3:25])[O:4][N:3]=1. (2) The product is: [O:10]=[C:2]1[NH:1][C:9]2[C:4](/[C:3]/1=[CH:11]/[C:13]1[NH:17][C:16]3[CH2:18][CH2:19][CH2:20][CH2:21][CH2:22][C:15]=3[C:14]=1[CH2:23][CH2:24][C:25]([OH:27])=[O:26])=[CH:5][CH:6]=[CH:7][CH:8]=2. Given the reactants [NH:1]1[C:9]2[C:4](=[CH:5][CH:6]=[CH:7][CH:8]=2)[CH2:3][C:2]1=[O:10].[CH:11]([C:13]1[NH:17][C:16]2[CH2:18][CH2:19][CH2:20][CH2:21][CH2:22][C:15]=2[C:14]=1[CH2:23][CH2:24][C:25]([OH:27])=[O:26])=O.N1CCCCC1, predict the reaction product. (3) Given the reactants C(NNC(C1C=CN=C(NC(=O)C2C=CC=CC=2)C=1)=O)(=O)C1C=CC=CC=1.[C:28]1([CH2:34][C:35]([NH:37][NH:38][C:39]([C:41]2[CH:46]=[CH:45][N:44]=[C:43]([NH:47][C:48](=[O:55])[C:49]3[CH:54]=[CH:53][CH:52]=[CH:51][CH:50]=3)[CH:42]=2)=[O:40])=O)[CH:33]=[CH:32][CH:31]=[CH:30][CH:29]=1.[OH-].COC(NS([N+](CC)(CC)CC)(=O)=O)=O, predict the reaction product. The product is: [CH2:34]([C:35]1[O:40][C:39]([C:41]2[CH:46]=[CH:45][N:44]=[C:43]([NH:47][C:48](=[O:55])[C:49]3[CH:54]=[CH:53][CH:52]=[CH:51][CH:50]=3)[CH:42]=2)=[N:38][N:37]=1)[C:28]1[CH:33]=[CH:32][CH:31]=[CH:30][CH:29]=1.